Dataset: Full USPTO retrosynthesis dataset with 1.9M reactions from patents (1976-2016). Task: Predict the reactants needed to synthesize the given product. (1) Given the product [Cl:1][C:2]1[CH:7]=[CH:6][C:5]([O:8][CH2:15][CH:16]([CH3:18])[CH3:17])=[CH:4][CH:3]=1, predict the reactants needed to synthesize it. The reactants are: [Cl:1][C:2]1[CH:7]=[CH:6][C:5]([OH:8])=[CH:4][CH:3]=1.C([O-])([O-])=O.[K+].[K+].[CH2:15](Br)[CH:16]([CH3:18])[CH3:17]. (2) Given the product [O:1]1[C:5]2[CH:6]=[CH:7][C:8]([C:10]3([C:13]([NH:15][C:16]4[CH:17]=[C:18]5[C:22](=[CH:23][CH:24]=4)[N:21]([CH:25]([CH2:26][OH:27])[CH2:28][OH:29])[C:20]([C:30]([CH3:33])([CH3:32])[CH3:31])=[CH:19]5)=[O:14])[CH2:12][CH2:11]3)=[CH:9][C:4]=2[O:3][CH2:2]1, predict the reactants needed to synthesize it. The reactants are: [O:1]1[C:5]2[CH:6]=[CH:7][C:8]([C:10]3([C:13]([NH:15][C:16]4[CH:17]=[C:18]5[C:22](=[CH:23][CH:24]=4)[N:21]([CH:25]([CH2:28][OH:29])[CH2:26][OH:27])[CH:20]([C:30]([CH3:33])([CH3:32])[CH3:31])[CH2:19]5)=[O:14])[CH2:12][CH2:11]3)=[CH:9][C:4]=2[O:3][CH2:2]1.FC(F)(F)C(O)=O.ClC1C(=O)C(Cl)=C(Cl)C(=O)C=1Cl. (3) Given the product [CH2:47]([C:33]1[C:34]([O:38][C:39]2[CH:44]=[CH:43][C:42]([C:45]#[N:46])=[CH:41][CH:40]=2)=[C:35]([CH2:36][CH3:37])[N:31]([CH2:26][C:27]2[S:10][C:52]([CH3:53])=[N:30][N:29]=2)[N:32]=1)[CH3:48], predict the reactants needed to synthesize it. The reactants are: COC1C=CC(P2(SP(C3C=CC(OC)=CC=3)(=S)S2)=[S:10])=CC=1.C([CH:26]([N:31]1[C:35]([CH2:36][CH3:37])=[C:34]([O:38][C:39]2[CH:44]=[CH:43][C:42]([C:45]#[N:46])=[CH:41][CH:40]=2)[C:33]([CH2:47][CH3:48])=[N:32]1)[C:27]([NH:29][NH2:30])=O)(=O)C.O1[CH2:53][CH2:52]CC1. (4) Given the product [F:1][C:2]1[C:7]([CH3:8])=[CH:6][CH:5]=[C:4]([F:9])[C:3]=1[C:10]1[N:15]=[C:14]([C:16]([OH:18])=[O:17])[CH:13]=[CH:12][CH:11]=1, predict the reactants needed to synthesize it. The reactants are: [F:1][C:2]1[C:7]([CH3:8])=[CH:6][CH:5]=[C:4]([F:9])[C:3]=1[C:10]1[N:15]=[C:14]([C:16]([O:18]C)=[O:17])[CH:13]=[CH:12][CH:11]=1.[OH-].[Na+]. (5) Given the product [CH2:37]([O:2][C:1]([C:4]1[S:5][CH:6]=[C:7]2[C:12]=1[C:11](=[O:13])[N:10]([C:14]1[CH:19]=[C:18]([O:20][CH2:21][C:22]3[C:27]([O:28][CH2:29][CH2:30][OH:31])=[CH:26][CH:25]=[C:24]([F:32])[C:23]=3[F:33])[CH:17]=[CH:16][C:15]=1[F:34])[C:9](=[O:35])[NH:8]2)=[O:3])[CH3:38], predict the reactants needed to synthesize it. The reactants are: [C:1]([C:4]1[S:5][CH:6]=[C:7]2[C:12]=1[C:11](=[O:13])[N:10]([C:14]1[CH:19]=[C:18]([O:20][CH2:21][C:22]3[C:27]([O:28][CH2:29][CH2:30][OH:31])=[CH:26][CH:25]=[C:24]([F:32])[C:23]=3[F:33])[CH:17]=[CH:16][C:15]=1[F:34])[C:9](=[O:35])[NH:8]2)([OH:3])=[O:2].O1CC[CH2:38][CH2:37]1.O.C1(C)C=CC(S(O)(=O)=O)=CC=1. (6) Given the product [F:8][C:5]1[C:4]([C@@H:9]2[C@@H:13]([C:14]3[CH:19]=[CH:18][CH:17]=[C:16]([F:20])[CH:15]=3)[O:12][C:11](=[O:21])[NH:10]2)=[CH:3][C:2]([C:42]#[C:41][Si:43]([CH3:46])([CH3:45])[CH3:44])=[CH:7][N:6]=1, predict the reactants needed to synthesize it. The reactants are: Br[C:2]1[CH:3]=[C:4]([C@@H:9]2[C@@H:13]([C:14]3[CH:19]=[CH:18][CH:17]=[C:16]([F:20])[CH:15]=3)[O:12][C:11](=[O:21])[NH:10]2)[C:5]([F:8])=[N:6][CH:7]=1.C1(P(C2C=CC=CC=2)C2C=CC=CC=2)C=CC=CC=1.[C:41]([Si:43]([CH3:46])([CH3:45])[CH3:44])#[CH:42]. (7) Given the product [Cl:18][C:11]1[CH:10]=[C:9]([NH:8][C:2]2[CH2:3][CH2:4][CH2:5][C:1](=[O:7])[CH:20]=2)[CH:16]=[C:15]([F:17])[C:12]=1[C:13]#[N:14], predict the reactants needed to synthesize it. The reactants are: [C:1]1(=[O:7])[CH2:5][CH2:4][C:3](=O)[CH2:2]1.[NH2:8][C:9]1[CH:16]=[C:15]([F:17])[C:12]([C:13]#[N:14])=[C:11]([Cl:18])[CH:10]=1.O.[C:20]1(C)C=CC=CC=1.